Task: Predict which catalyst facilitates the given reaction.. Dataset: Catalyst prediction with 721,799 reactions and 888 catalyst types from USPTO Reactant: C[O:2][CH:3](OC)[CH2:4][N:5]([CH2:23][C:24]1[N:28]([CH3:29])[C:27]2[CH:30]=[CH:31][CH:32]=[CH:33][C:26]=2[N:25]=1)[C:6](=[O:22])[O:7][CH2:8][CH:9]1[C:21]2[CH:20]=[CH:19][CH:18]=[CH:17][C:16]=2[C:15]2[C:10]1=[CH:11][CH:12]=[CH:13][CH:14]=2.Cl. Product: [CH:20]1[C:21]2[CH:9]([CH2:8][O:7][C:6](=[O:22])[N:5]([CH2:23][C:24]3[N:28]([CH3:29])[C:27]4[CH:30]=[CH:31][CH:32]=[CH:33][C:26]=4[N:25]=3)[CH2:4][CH:3]=[O:2])[C:10]3[C:15](=[CH:14][CH:13]=[CH:12][CH:11]=3)[C:16]=2[CH:17]=[CH:18][CH:19]=1. The catalyst class is: 7.